Dataset: NCI-60 drug combinations with 297,098 pairs across 59 cell lines. Task: Regression. Given two drug SMILES strings and cell line genomic features, predict the synergy score measuring deviation from expected non-interaction effect. (1) Drug 1: CC12CCC3C(C1CCC2=O)CC(=C)C4=CC(=O)C=CC34C. Drug 2: C1=CC=C(C=C1)NC(=O)CCCCCCC(=O)NO. Cell line: RPMI-8226. Synergy scores: CSS=21.0, Synergy_ZIP=-2.03, Synergy_Bliss=-5.00, Synergy_Loewe=-3.67, Synergy_HSA=-2.97. (2) Drug 2: CCC1(C2=C(COC1=O)C(=O)N3CC4=CC5=C(C=CC(=C5CN(C)C)O)N=C4C3=C2)O.Cl. Drug 1: C1=C(C(=O)NC(=O)N1)N(CCCl)CCCl. Cell line: NCI-H322M. Synergy scores: CSS=-0.426, Synergy_ZIP=1.29, Synergy_Bliss=0.287, Synergy_Loewe=-1.28, Synergy_HSA=-1.70. (3) Drug 1: COC1=C(C=C2C(=C1)N=CN=C2NC3=CC(=C(C=C3)F)Cl)OCCCN4CCOCC4. Drug 2: C(CN)CNCCSP(=O)(O)O. Cell line: ACHN. Synergy scores: CSS=25.9, Synergy_ZIP=-7.25, Synergy_Bliss=-14.3, Synergy_Loewe=-47.8, Synergy_HSA=-13.6. (4) Drug 1: CCCS(=O)(=O)NC1=C(C(=C(C=C1)F)C(=O)C2=CNC3=C2C=C(C=N3)C4=CC=C(C=C4)Cl)F. Drug 2: C1CNP(=O)(OC1)N(CCCl)CCCl. Cell line: SK-OV-3. Synergy scores: CSS=1.88, Synergy_ZIP=2.74, Synergy_Bliss=6.44, Synergy_Loewe=2.46, Synergy_HSA=3.06. (5) Cell line: UO-31. Synergy scores: CSS=32.6, Synergy_ZIP=-3.71, Synergy_Bliss=3.94, Synergy_Loewe=-70.2, Synergy_HSA=3.25. Drug 2: C1C(C(OC1N2C=NC3=C2NC=NCC3O)CO)O. Drug 1: CCC1=C2CN3C(=CC4=C(C3=O)COC(=O)C4(CC)O)C2=NC5=C1C=C(C=C5)O. (6) Drug 1: CC1=C2C(C(=O)C3(C(CC4C(C3C(C(C2(C)C)(CC1OC(=O)C(C(C5=CC=CC=C5)NC(=O)OC(C)(C)C)O)O)OC(=O)C6=CC=CC=C6)(CO4)OC(=O)C)OC)C)OC. Drug 2: CC12CCC(CC1=CCC3C2CCC4(C3CC=C4C5=CN=CC=C5)C)O. Cell line: SW-620. Synergy scores: CSS=66.6, Synergy_ZIP=19.4, Synergy_Bliss=19.2, Synergy_Loewe=2.17, Synergy_HSA=19.1. (7) Drug 1: CC1=CC2C(CCC3(C2CCC3(C(=O)C)OC(=O)C)C)C4(C1=CC(=O)CC4)C. Drug 2: CC1=C(C=C(C=C1)NC(=O)C2=CC=C(C=C2)CN3CCN(CC3)C)NC4=NC=CC(=N4)C5=CN=CC=C5. Cell line: HCC-2998. Synergy scores: CSS=-6.77, Synergy_ZIP=3.43, Synergy_Bliss=1.87, Synergy_Loewe=-1.14, Synergy_HSA=-4.03.